Dataset: Full USPTO retrosynthesis dataset with 1.9M reactions from patents (1976-2016). Task: Predict the reactants needed to synthesize the given product. (1) Given the product [N:13]([CH2:2][C:3]1[CH:4]=[C:5]([CH:10]=[CH:11][CH:12]=1)[C:6]([O:8][CH3:9])=[O:7])=[N+:14]=[N-:15], predict the reactants needed to synthesize it. The reactants are: Br[CH2:2][C:3]1[CH:4]=[C:5]([CH:10]=[CH:11][CH:12]=1)[C:6]([O:8][CH3:9])=[O:7].[N-:13]=[N+:14]=[N-:15].[Na+]. (2) Given the product [CH2:1]([C@H:8]1[CH2:13][N:12]([C:14]2[CH:19]=[CH:18][C:17]([O:20][CH3:21])=[C:16]([O:22][CH:23]3[CH2:27][CH2:26][CH2:25][CH2:24]3)[CH:15]=2)[CH2:11][CH2:10][N:9]1[C:28](=[O:34])[C:29]([NH2:35])=[O:31])[C:2]1[CH:3]=[CH:4][CH:5]=[CH:6][CH:7]=1, predict the reactants needed to synthesize it. The reactants are: [CH2:1]([C@H:8]1[CH2:13][N:12]([C:14]2[CH:19]=[CH:18][C:17]([O:20][CH3:21])=[C:16]([O:22][CH:23]3[CH2:27][CH2:26][CH2:25][CH2:24]3)[CH:15]=2)[CH2:11][CH2:10][N:9]1[C:28](=[O:34])[C:29]([O:31]CC)=O)[C:2]1[CH:7]=[CH:6][CH:5]=[CH:4][CH:3]=1.[NH3:35].[C-]#N.[Na+]. (3) Given the product [CH3:24][O:25][C:26]1[CH:31]=[C:30]([O:32][CH3:33])[N:29]=[C:28]([N:34]2[CH2:35][CH2:36][N:37]([CH2:12][CH2:13][CH2:14][C:15]3[C:23]4[C:18](=[CH:19][CH:20]=[CH:21][CH:22]=4)[NH:17][CH:16]=3)[CH2:38][CH2:39]2)[N:27]=1, predict the reactants needed to synthesize it. The reactants are: CC1C=CC(S(O[CH2:12][CH2:13][CH2:14][C:15]2[C:23]3[C:18](=[CH:19][CH:20]=[CH:21][CH:22]=3)[NH:17][CH:16]=2)(=O)=O)=CC=1.[CH3:24][O:25][C:26]1[CH:31]=[C:30]([O:32][CH3:33])[N:29]=[C:28]([N:34]2[CH2:39][CH2:38][NH:37][CH2:36][CH2:35]2)[N:27]=1.C(=O)([O-])[O-].[K+].[K+].[I-].[K+]. (4) The reactants are: [CH3:1][C:2]1[N:3]([CH2:29][C:30]([O:32][CH2:33][CH3:34])=[O:31])[C:4]2[CH2:5][C:6]([CH3:28])([CH3:27])[CH2:7][C:8](=[O:26])[C:9]=2[C:10]=1[CH2:11][C:12]1[CH:17]=[CH:16][CH:15]=[CH:14][C:13]=1[S:18]([N:21]1[CH2:25][CH2:24][CH2:23][CH2:22]1)(=[O:20])=[O:19].[CH3:35][Si]([N-][Si](C)(C)C)(C)C.[Li+].CI. Given the product [CH3:1][C:2]1[N:3]([CH:29]([CH3:35])[C:30]([O:32][CH2:33][CH3:34])=[O:31])[C:4]2[CH2:5][C:6]([CH3:28])([CH3:27])[CH2:7][C:8](=[O:26])[C:9]=2[C:10]=1[CH2:11][C:12]1[CH:17]=[CH:16][CH:15]=[CH:14][C:13]=1[S:18]([N:21]1[CH2:25][CH2:24][CH2:23][CH2:22]1)(=[O:20])=[O:19], predict the reactants needed to synthesize it.